This data is from NCI-60 drug combinations with 297,098 pairs across 59 cell lines. The task is: Regression. Given two drug SMILES strings and cell line genomic features, predict the synergy score measuring deviation from expected non-interaction effect. (1) Drug 1: C1C(C(OC1N2C=C(C(=O)NC2=O)F)CO)O. Drug 2: COC1=C2C(=CC3=C1OC=C3)C=CC(=O)O2. Cell line: KM12. Synergy scores: CSS=31.0, Synergy_ZIP=1.91, Synergy_Bliss=3.25, Synergy_Loewe=-26.1, Synergy_HSA=2.65. (2) Drug 1: CC1C(C(=O)NC(C(=O)N2CCCC2C(=O)N(CC(=O)N(C(C(=O)O1)C(C)C)C)C)C(C)C)NC(=O)C3=C4C(=C(C=C3)C)OC5=C(C(=O)C(=C(C5=N4)C(=O)NC6C(OC(=O)C(N(C(=O)CN(C(=O)C7CCCN7C(=O)C(NC6=O)C(C)C)C)C)C(C)C)C)N)C. Drug 2: COCCOC1=C(C=C2C(=C1)C(=NC=N2)NC3=CC=CC(=C3)C#C)OCCOC.Cl. Cell line: HCT116. Synergy scores: CSS=52.8, Synergy_ZIP=0.00441, Synergy_Bliss=-2.98, Synergy_Loewe=-27.6, Synergy_HSA=-2.40.